Predict the reaction yield, written as a fraction of the theoretical maximum amount of product (1.0 means a 100% yield; for example, 0.34 means a 34% yield). From a dataset of Reaction yield outcomes from USPTO patents with 853,638 reactions. (1) The reactants are [O:1]=[C:2]1[CH2:6][CH2:5][N:4]([C:7]2[CH:8]=[C:9]([C:17]([O:19][CH3:20])=[O:18])[CH:10]=[C:11]([CH:16]=2)[C:12]([O:14][CH3:15])=[O:13])[CH2:3]1.[NH4+].[Cl-].C[OH:24]. No catalyst specified. The product is [OH:1][C:2]1([OH:24])[CH2:6][CH2:5][N:4]([C:7]2[CH:16]=[C:11]([C:12]([O:14][CH3:15])=[O:13])[CH:10]=[C:9]([CH:8]=2)[C:17]([O:19][CH3:20])=[O:18])[CH2:3]1. The yield is 0.630. (2) The reactants are Cl[C:2]1[N:11]=[C:10]([C:12]2[CH:17]=[C:16]([F:18])[CH:15]=[CH:14][C:13]=2[CH3:19])[CH:9]=[C:8]2[C:3]=1[CH:4]=[C:5]([NH:20][C:21]([CH:23]1[CH2:25][CH2:24]1)=[O:22])[N:6]=[CH:7]2.F[B-](F)(F)F.F[B-](F)(F)F.C1(P(C2CCCCC2)CCCP(C2CCCCC2)C2CCCCC2)CCCCC1.[C:65](=[O:68])([O-])[O-:66].[K+].[K+].[CH3:71]O. The catalyst is C(OCC)(=O)C.C([O-])(=O)C.[Pd+2].C([O-])(=O)C.CN(C)C=O. The product is [CH:23]1([C:21]([NH:20][C:5]2[CH:4]=[C:3]3[C:8]([CH:9]=[C:10]([C:12]4[CH:17]=[C:16]([F:18])[CH:15]=[CH:14][C:13]=4[CH3:19])[N:11]=[C:2]3[C:65]([O:66][CH3:71])=[O:68])=[CH:7][N:6]=2)=[O:22])[CH2:25][CH2:24]1. The yield is 0.900. (3) The reactants are [CH3:1][N:2]1[CH2:7][CH2:6][N:5]([C:8]([C:10]2[CH:15]=[CH:14][C:13]([C:16]3[N:17]=[CH:18][C:19]4[N:20]([C:22]([C:25]5[CH:26]=[C:27]([CH:33]=[CH:34][CH:35]=5)[C:28]([O:30]CC)=[O:29])=[CH:23][N:24]=4)[CH:21]=3)=[CH:12][CH:11]=2)=[O:9])[CH2:4][CH2:3]1.[Li+].[OH-]. The catalyst is C1COCC1.CO.O. The product is [CH3:1][N:2]1[CH2:7][CH2:6][N:5]([C:8]([C:10]2[CH:11]=[CH:12][C:13]([C:16]3[N:17]=[CH:18][C:19]4[N:20]([C:22]([C:25]5[CH:26]=[C:27]([CH:33]=[CH:34][CH:35]=5)[C:28]([OH:30])=[O:29])=[CH:23][N:24]=4)[CH:21]=3)=[CH:14][CH:15]=2)=[O:9])[CH2:4][CH2:3]1. The yield is 0.800. (4) The reactants are [Br:1][C:2]1[CH:3]=[C:4]2[C:9](=[CH:10][CH:11]=1)[O:8][CH2:7][C:6]([CH3:13])([CH3:12])[C:5]2=O.[CH3:15][C:16]([S:19]([NH2:21])=[O:20])([CH3:18])[CH3:17]. The catalyst is CN1C2C(N=C(N)NC=2NCC1CNC1C=CC(C(NC(C(O)=O)CCC(O)=O)=O)=CC=1)=O.[O-]CC.[Ti+4].[O-]CC.[O-]CC.[O-]CC. The product is [Br:1][C:2]1[CH:3]=[C:4]2[C:9](=[CH:10][CH:11]=1)[O:8][CH2:7][C:6]([CH3:13])([CH3:12])[C:5]2=[N:21][S:19]([C:16]([CH3:18])([CH3:17])[CH3:15])=[O:20]. The yield is 0.410. (5) The reactants are C([O:3][C:4](=[O:31])[CH2:5][CH2:6][CH2:7][O:8][C:9]1[C:14]([O:15][CH3:16])=[CH:13][C:12]([CH:17]([NH:19][NH:20][C:21]([O:23][C:24]([CH3:27])([CH3:26])[CH3:25])=[O:22])[CH3:18])=[C:11]([N+:28]([O-:30])=[O:29])[CH:10]=1)C.[Li+].[OH-].Cl. The catalyst is C1COCC1.O. The product is [C:24]([O:23][C:21]([NH:20][NH:19][CH:17]([C:12]1[C:11]([N+:28]([O-:30])=[O:29])=[CH:10][C:9]([O:8][CH2:7][CH2:6][CH2:5][C:4]([OH:31])=[O:3])=[C:14]([O:15][CH3:16])[CH:13]=1)[CH3:18])=[O:22])([CH3:27])([CH3:25])[CH3:26]. The yield is 0.950. (6) The reactants are [OH-].[NH4+:2].[CH3:3][N:4]([N:6]=[N:7][C:8]1[C:12]2[CH2:13][CH2:14][CH2:15][CH2:16][C:11]=2[Se:10][C:9]=1[C:17]([O-:19])=O)[CH3:5].O. The catalyst is C1COCC1. The product is [CH3:3][N:4]([N:6]=[N:7][C:8]1[C:12]2[CH2:13][CH2:14][CH2:15][CH2:16][C:11]=2[Se:10][C:9]=1[C:17]([NH2:2])=[O:19])[CH3:5]. The yield is 0.180. (7) The reactants are [F:1][C:2]1[CH:7]=[CH:6][C:5]([C:8]2[CH:13]=[CH:12][C:11]([N:14]3[CH2:19][CH2:18][N:17]([C:20]([C@H:22]([C@@H:27]4[O:31]C(C)(C)O[C:28]4=[O:34])[CH2:23][CH:24]([CH3:26])[CH3:25])=[O:21])[C@H:16]([CH3:35])[CH2:15]3)=[CH:10][CH:9]=2)=[CH:4][CH:3]=1.[NH2:36][OH:37]. The catalyst is CC(O)C.C1COCC1. The product is [F:1][C:2]1[CH:7]=[CH:6][C:5]([C:8]2[CH:13]=[CH:12][C:11]([N:14]3[CH2:19][CH2:18][N:17]([C:20]([C@@H:22]([CH2:23][CH:24]([CH3:26])[CH3:25])[C@H:27]([OH:31])[C:28]([NH:36][OH:37])=[O:34])=[O:21])[C@H:16]([CH3:35])[CH2:15]3)=[CH:10][CH:9]=2)=[CH:4][CH:3]=1. The yield is 0.890. (8) The reactants are [OH:1][CH2:2][C:3]1[CH:4]=[C:5]([C:13]([O:15][CH3:16])=[O:14])[C:6](=[CH:11][CH:12]=1)[C:7]([O:9][CH3:10])=[O:8].[Si:17](Cl)([C:20]([CH3:23])([CH3:22])[CH3:21])([CH3:19])[CH3:18].N1C=CN=C1. The catalyst is CN(C)C=O. The product is [Si:17]([O:1][CH2:2][C:3]1[CH:4]=[C:5]([C:13]([O:15][CH3:16])=[O:14])[C:6](=[CH:11][CH:12]=1)[C:7]([O:9][CH3:10])=[O:8])([C:20]([CH3:23])([CH3:22])[CH3:21])([CH3:19])[CH3:18]. The yield is 0.830. (9) The reactants are [F:1][C:2]([F:7])([F:6])[C:3]([CH3:5])=O.[Cl:8][C:9]1[C:10](=[N:15][NH2:16])[NH:11][CH:12]=[CH:13][CH:14]=1. No catalyst specified. The product is [F:1][C:2]([F:7])([F:6])[C:3](=[N:16][N:15]=[C:10]1[C:9]([Cl:8])=[CH:14][CH:13]=[CH:12][NH:11]1)[CH3:5]. The yield is 0.660.